From a dataset of Catalyst prediction with 721,799 reactions and 888 catalyst types from USPTO. Predict which catalyst facilitates the given reaction. (1) Reactant: [N:1]12[CH2:8][CH2:7][CH:4]([CH2:5][CH2:6]1)[C:3](=[CH:9][C:10]([O:12][CH3:13])=[O:11])[CH2:2]2. Product: [N:1]12[CH2:8][CH2:7][CH:4]([CH2:5][CH2:6]1)[CH:3]([CH2:9][C:10]([O:12][CH3:13])=[O:11])[CH2:2]2. The catalyst class is: 50. (2) Reactant: [C:1]([O:5][C:6]([N:8]1[CH2:13][CH2:12][CH:11]([C:14]([OH:16])=[O:15])[CH2:10][CH2:9]1)=[O:7])([CH3:4])([CH3:3])[CH3:2].Cl.CN(C)CCCN=C=NCC.[CH3:29][C:30](=[CH2:33])[CH2:31]O. Product: [CH3:31][C:30](=[CH2:29])[CH2:33][O:15][C:14]([CH:11]1[CH2:12][CH2:13][N:8]([C:6]([O:5][C:1]([CH3:4])([CH3:2])[CH3:3])=[O:7])[CH2:9][CH2:10]1)=[O:16]. The catalyst class is: 79. (3) Reactant: [Cl:1][C:2]1[C:7]([O:8][CH3:9])=[CH:6][C:5]([N:10](CC2C=CC(OC)=CC=2)[C:11]2[C:20]3[C:15](=[CH:16][C:17](F)=[C:18]([O:21][CH3:22])[CH:19]=3)[N:14]=[CH:13][N:12]=2)=[C:4]([O:33][CH3:34])[CH:3]=1.[O:35]1[CH2:40][CH2:39][CH2:38][CH2:37][CH:36]1[CH2:41][OH:42].C[Si]([N-][Si](C)(C)C)(C)C.[Na+]. Product: [Cl:1][C:2]1[C:7]([O:8][CH3:9])=[CH:6][C:5]([NH:10][C:11]2[C:20]3[C:15](=[CH:16][C:17]([O:42][CH2:41][CH:36]4[CH2:37][CH2:38][CH2:39][CH2:40][O:35]4)=[C:18]([O:21][CH3:22])[CH:19]=3)[N:14]=[CH:13][N:12]=2)=[C:4]([O:33][CH3:34])[CH:3]=1. The catalyst class is: 1. (4) Reactant: [CH3:1][C@@H:2]1[CH2:7][NH:6][CH2:5][CH2:4][N:3]1[C:8]1[N:9]=[N:10][C:11]([C:18]2[CH:23]=[CH:22][CH:21]=[CH:20][CH:19]=2)=[C:12]2[CH:17]=[CH:16][N:15]=[CH:14][C:13]=12.C(N(CC)CC)C.[N:31]1([C:37](Cl)=[O:38])[CH2:36][CH2:35][O:34][CH2:33][CH2:32]1. Product: [CH3:1][C@H:2]1[N:3]([C:8]2[N:9]=[N:10][C:11]([C:18]3[CH:19]=[CH:20][CH:21]=[CH:22][CH:23]=3)=[C:12]3[CH:17]=[CH:16][N:15]=[CH:14][C:13]=23)[CH2:4][CH2:5][N:6]([C:37]([N:31]2[CH2:36][CH2:35][O:34][CH2:33][CH2:32]2)=[O:38])[CH2:7]1. The catalyst class is: 91. (5) Reactant: [Si]([O:8][C@@H:9]1[CH2:17][C:16]2[C:11](=[CH:12][CH:13]=[CH:14][CH:15]=2)[C@@H:10]1[N:18]1[CH2:22][CH2:21][CH:20]([CH2:23][C:24]2[C:29]([Cl:30])=[CH:28][CH:27]=[CH:26][C:25]=2[Cl:31])[C:19]1=[O:32])(C(C)(C)C)(C)C.[F-].C([N+](CCCC)(CCCC)CCCC)CCC. Product: [Cl:31][C:25]1[CH:26]=[CH:27][CH:28]=[C:29]([Cl:30])[C:24]=1[CH2:23][CH:20]1[CH2:21][CH2:22][N:18]([C@H:10]2[C:11]3[C:16](=[CH:15][CH:14]=[CH:13][CH:12]=3)[CH2:17][C@H:9]2[OH:8])[C:19]1=[O:32]. The catalyst class is: 7. (6) Reactant: [C:1]([O:5][C:6]([N:8]1[CH2:13][CH2:12][NH:11][CH2:10][CH2:9]1)=[O:7])([CH3:4])([CH3:3])[CH3:2].[OH:14][CH2:15][CH2:16][C:17](O)=[O:18].ON1C2C=CC=CC=2N=N1.Cl.C(N=C=NCCCN(C)C)C. Product: [C:1]([O:5][C:6]([N:8]1[CH2:13][CH2:12][N:11]([C:15](=[O:14])[CH2:16][CH2:17][OH:18])[CH2:10][CH2:9]1)=[O:7])([CH3:4])([CH3:2])[CH3:3]. The catalyst class is: 3. (7) Reactant: Br[CH2:2][C:3]([C:5]1[CH:10]=[C:9]([N+:11]([O-:13])=[O:12])[CH:8]=[CH:7][C:6]=1[Cl:14])=O.[Br:15][C:16]1[CH:17]=[N:18][C:19]([NH2:22])=[N:20][CH:21]=1. Product: [Br:15][C:16]1[CH:17]=[N:18][C:19]2[N:20]([CH:2]=[C:3]([C:5]3[CH:10]=[C:9]([N+:11]([O-:13])=[O:12])[CH:8]=[CH:7][C:6]=3[Cl:14])[N:22]=2)[CH:21]=1. The catalyst class is: 8.